This data is from Full USPTO retrosynthesis dataset with 1.9M reactions from patents (1976-2016). The task is: Predict the reactants needed to synthesize the given product. (1) Given the product [C:5]1([CH3:14])[CH:10]=[CH:9][C:8]([S:11](=[O:13])([S:2][CH3:1])=[O:12])=[CH:7][CH:6]=1, predict the reactants needed to synthesize it. The reactants are: [CH3:1][S:2]SC.[C:5]1([CH3:14])[CH:10]=[CH:9][C:8]([S:11]([O-:13])=[O:12])=[CH:7][CH:6]=1.[Na+].II.S([O-])([O-])(=O)=S.[Na+].[Na+]. (2) The reactants are: [OH:1][CH2:2][C:3]1[CH:4]=[C:5]([NH:9][CH:10]=[C:11]([N+:14]([O-:16])=[O:15])[CH:12]=O)[CH:6]=[CH:7][CH:8]=1.NC1C=C(C=CC=1)CO. Given the product [N+:14]([C:11]1[CH:10]=[N:9][C:5]2[C:6]([CH:12]=1)=[CH:7][CH:8]=[C:3]([CH2:2][OH:1])[CH:4]=2)([O-:16])=[O:15], predict the reactants needed to synthesize it. (3) Given the product [CH2:1]([O:8][C:9]1[CH:14]=[CH:13][C:12]([Br:15])=[CH:11][C:10]=1[CH:16]([C:20]1[CH:25]=[CH:24][CH:23]=[CH:22][CH:21]=1)[CH2:17][CH2:18][O:19][S:38]([C:35]1[CH:36]=[CH:37][C:32]([CH3:42])=[CH:33][CH:34]=1)(=[O:40])=[O:39])[C:2]1[CH:3]=[CH:4][CH:5]=[CH:6][CH:7]=1, predict the reactants needed to synthesize it. The reactants are: [CH2:1]([O:8][C:9]1[CH:14]=[CH:13][C:12]([Br:15])=[CH:11][C:10]=1[CH:16]([C:20]1[CH:25]=[CH:24][CH:23]=[CH:22][CH:21]=1)[CH2:17][CH2:18][OH:19])[C:2]1[CH:7]=[CH:6][CH:5]=[CH:4][CH:3]=1.N1C=CC=CC=1.[C:32]1([CH3:42])[CH:37]=[CH:36][C:35]([S:38](Cl)(=[O:40])=[O:39])=[CH:34][CH:33]=1. (4) Given the product [OH:6][NH:5][C:3](=[O:4])[C@:2]([CH3:1])([S:27]([CH3:30])(=[O:29])=[O:28])[CH2:13][CH2:14][N:15]1[CH:19]=[C:18]([C:20]2[CH:25]=[CH:24][CH:23]=[CH:22][CH:21]=2)[C:17]([CH3:26])=[N:16]1, predict the reactants needed to synthesize it. The reactants are: [CH3:1][C@@:2]([S:27]([CH3:30])(=[O:29])=[O:28])([CH2:13][CH2:14][N:15]1[CH:19]=[C:18]([C:20]2[CH:25]=[CH:24][CH:23]=[CH:22][CH:21]=2)[C:17]([CH3:26])=[N:16]1)[C:3]([NH:5][O:6]C1CCCCO1)=[O:4].CC1C=CC(S([O-])(=O)=O)=CC=1.C1C=C[NH+]=CC=1. (5) Given the product [Cl:11][C:12]1[CH:13]=[CH:14][C:15]([CH:18]([CH2:24][C:23]2[NH:10][C:5]3[CH:4]=[C:3]([O:2][CH3:1])[CH:8]=[CH:7][C:6]=3[N:9]=2)[CH2:19][C:20]([OH:22])=[O:21])=[CH:16][CH:17]=1.[ClH:11], predict the reactants needed to synthesize it. The reactants are: [CH3:1][O:2][C:3]1[CH:8]=[CH:7][C:6]([NH2:9])=[C:5]([NH2:10])[CH:4]=1.[Cl:11][C:12]1[CH:17]=[CH:16][C:15]([CH:18]2[CH2:24][C:23](=O)[O:22][C:20](=[O:21])[CH2:19]2)=[CH:14][CH:13]=1. (6) Given the product [F:30][C:31]1[CH:32]=[C:33]([CH:36]=[CH:37][C:38]=1[F:39])[CH2:34][NH:35][C:13]([C:10]1[CH:11]=[CH:12][N:8]([CH2:1][C:2]2[CH:3]=[CH:4][CH:5]=[CH:6][CH:7]=2)[C:9]=1[CH:16]([CH3:18])[CH3:17])=[O:15], predict the reactants needed to synthesize it. The reactants are: [CH2:1]([N:8]1[CH:12]=[CH:11][C:10]([C:13]([OH:15])=O)=[C:9]1[CH:16]([CH3:18])[CH3:17])[C:2]1[CH:7]=[CH:6][CH:5]=[CH:4][CH:3]=1.CCN=C=NCCCN(C)C.[F:30][C:31]1[CH:32]=[C:33]([CH:36]=[CH:37][C:38]=1[F:39])[CH2:34][NH2:35]. (7) Given the product [Cl:1][C:2]1[C:3]([CH2:8][OH:9])=[N:4][CH:5]=[CH:6][N:7]=1, predict the reactants needed to synthesize it. The reactants are: [Cl:1][C:2]1[C:3]([C:8](O)=[O:9])=[N:4][CH:5]=[CH:6][N:7]=1.ClC(OC)=O.[BH4-].[Na+]. (8) Given the product [C:14]([O:18][C:19]1[CH:20]=[CH:21][C:22](/[CH:23]=[CH:1]/[C:2]([C:4]2[CH:5]=[C:6]([O:12][CH3:13])[CH:7]=[C:8]([O:10][CH3:11])[CH:9]=2)=[O:3])=[CH:25][CH:26]=1)([CH3:17])([CH3:16])[CH3:15], predict the reactants needed to synthesize it. The reactants are: [CH3:1][C:2]([C:4]1[CH:9]=[C:8]([O:10][CH3:11])[CH:7]=[C:6]([O:12][CH3:13])[CH:5]=1)=[O:3].[C:14]([O:18][C:19]1[CH:26]=[CH:25][C:22]([CH:23]=O)=[CH:21][CH:20]=1)([CH3:17])([CH3:16])[CH3:15].[OH-].[Na+]. (9) Given the product [Br:1][C:2]1[CH:7]=[C:6]([Br:8])[N:5]=[C:4]([C:9]2[CH:14]=[CH:13][C:12]([F:15])=[CH:11][C:10]=2[Cl:16])[C:3]=1[CH2:17][CH2:18][C:19]([NH:36][C:35]1[C:34]([Cl:33])=[CH:40][CH:39]=[CH:38][C:37]=1[Cl:41])=[O:21], predict the reactants needed to synthesize it. The reactants are: [Br:1][C:2]1[CH:7]=[C:6]([Br:8])[N:5]=[C:4]([C:9]2[CH:14]=[CH:13][C:12]([F:15])=[CH:11][C:10]=2[Cl:16])[C:3]=1[CH2:17][CH2:18][C:19]([O:21]C(C)(C)C)=O.C[Si](C=[N+]=[N-])(C)C.[Cl:33][C:34]1[CH:40]=[CH:39][CH:38]=[C:37]([Cl:41])[C:35]=1[NH2:36].C[Al](C)C.C([O-])(=O)C(C(C([O-])=O)O)O.[Na+].[K+]. (10) Given the product [F:1][C:2]1[CH:3]=[C:4]2[C:10]([C:11]([O:13][CH3:14])=[O:12])=[N:9][NH:8][C:5]2=[N:6][CH:7]=1, predict the reactants needed to synthesize it. The reactants are: [F:1][C:2]1[CH:3]=[C:4]2[C:10]([C:11]([O:13][CH3:14])=[O:12])=[N:9][N:8](COCC[Si](C)(C)C)[C:5]2=[N:6][CH:7]=1.Cl.